This data is from Peptide-MHC class II binding affinity with 134,281 pairs from IEDB. The task is: Regression. Given a peptide amino acid sequence and an MHC pseudo amino acid sequence, predict their binding affinity value. This is MHC class II binding data. The peptide sequence is HFSNVFRSVMAPFTM. The MHC is DRB5_0101 with pseudo-sequence DRB5_0101. The binding affinity (normalized) is 0.795.